This data is from Catalyst prediction with 721,799 reactions and 888 catalyst types from USPTO. The task is: Predict which catalyst facilitates the given reaction. (1) Reactant: [NH:1]1[CH2:6][CH2:5][CH:4]([CH2:7][N:8]2[C:12]3[CH:13]=[CH:14][C:15]([C:17]4[CH:18]=[N:19][N:20]([CH:22]5[CH2:27][CH2:26][CH2:25][CH2:24][O:23]5)[CH:21]=4)=[CH:16][C:11]=3[N:10]=[CH:9]2)[CH2:3][CH2:2]1.[C:28](Cl)(=[O:35])[C:29]1[CH:34]=[CH:33][CH:32]=[CH:31][CH:30]=1.C(N(CC)CC)C.C(OCC)(=O)C. Product: [C:29]1([C:28]([N:1]2[CH2:2][CH2:3][CH:4]([CH2:7][N:8]3[C:12]4[CH:13]=[CH:14][C:15]([C:17]5[CH:18]=[N:19][N:20]([CH:22]6[CH2:27][CH2:26][CH2:25][CH2:24][O:23]6)[CH:21]=5)=[CH:16][C:11]=4[N:10]=[CH:9]3)[CH2:5][CH2:6]2)=[O:35])[CH:34]=[CH:33][CH:32]=[CH:31][CH:30]=1. The catalyst class is: 46. (2) Reactant: P(Cl)(Cl)(Cl)(Cl)Cl.[CH3:7][O:8][CH:9](OC)[CH2:10][O:11]C.[CH3:15][N:16]([CH:18]=O)[CH3:17].C[O-].[Na+]. Product: [CH3:15][N:16]([CH3:18])/[CH:17]=[C:9](\[O:8][CH3:7])/[CH:10]=[O:11]. The catalyst class is: 5. (3) Reactant: Cl.Cl.[NH:3]1[CH2:8][CH2:7][CH:6]([CH2:9][CH2:10][CH2:11][CH2:12][NH:13][C:14](=[O:23])[CH:15]=[CH:16][C:17]2[CH:18]=[N:19][CH:20]=[CH:21][CH:22]=2)[CH2:5][CH2:4]1.[C:24]1([N:30]([C:34]2[CH:39]=[CH:38][CH:37]=[CH:36][CH:35]=2)[C:31](Cl)=[O:32])[CH:29]=[CH:28][CH:27]=[CH:26][CH:25]=1. Product: [C:24]1([N:30]([C:34]2[CH:39]=[CH:38][CH:37]=[CH:36][CH:35]=2)[C:31]([N:3]2[CH2:8][CH2:7][CH:6]([CH2:9][CH2:10][CH2:11][CH2:12][NH:13][C:14](=[O:23])[CH:15]=[CH:16][C:17]3[CH:18]=[N:19][CH:20]=[CH:21][CH:22]=3)[CH2:5][CH2:4]2)=[O:32])[CH:25]=[CH:26][CH:27]=[CH:28][CH:29]=1. The catalyst class is: 4. (4) Reactant: [C:1](Cl)(=[O:9])[O:2][C:3]1[CH:8]=[CH:7][CH:6]=[CH:5][CH:4]=1.C(=O)([O-])O.[Na+].O.[NH2:17][C:18]1[S:19][C:20]2[CH:26]=[C:25]([S:27][C:28]#[N:29])[CH:24]=[CH:23][C:21]=2[N:22]=1. Product: [S:27]([C:25]1[CH:24]=[CH:23][C:21]2[N:22]=[C:18]([NH:17][C:1](=[O:9])[O:2][C:3]3[CH:8]=[CH:7][CH:6]=[CH:5][CH:4]=3)[S:19][C:20]=2[CH:26]=1)[C:28]#[N:29]. The catalyst class is: 7. (5) Reactant: [Cl:1][C:2]1[CH:11]=[C:10]([OH:12])[C:9]2[C:4](=[CH:5][CH:6]=[CH:7][CH:8]=2)[N:3]=1.[C:13]([O-])([O-])=O.[K+].[K+].CI. Product: [Cl:1][C:2]1[CH:11]=[C:10]([O:12][CH3:13])[C:9]2[C:4](=[CH:5][CH:6]=[CH:7][CH:8]=2)[N:3]=1. The catalyst class is: 3. (6) Reactant: [CH3:1][O:2][C:3]1[CH:12]=[CH:11][C:10]([NH:13][S:14]([C:17]2[CH:22]=[CH:21][C:20]([C:23]([F:26])([F:25])[F:24])=[CH:19][C:18]=2[N+:27]([O-])=O)(=[O:16])=[O:15])=[C:9]2[C:4]=1[CH:5]=[CH:6][CH:7]=[N:8]2.Cl[Sn]Cl. Product: [NH2:27][C:18]1[CH:19]=[C:20]([C:23]([F:25])([F:24])[F:26])[CH:21]=[CH:22][C:17]=1[S:14]([NH:13][C:10]1[CH:11]=[CH:12][C:3]([O:2][CH3:1])=[C:4]2[C:9]=1[N:8]=[CH:7][CH:6]=[CH:5]2)(=[O:15])=[O:16]. The catalyst class is: 422. (7) Reactant: [CH3:1][C:2]1[NH:7][C:6](=[O:8])[C:5]([C:9]#[N:10])=[C:4]([C:11]([F:14])([F:13])[F:12])[CH:3]=1.N#N.[ClH:17]. Product: [ClH:17].[ClH:17].[NH2:10][CH2:9][C:5]1[C:6](=[O:8])[NH:7][C:2]([CH3:1])=[CH:3][C:4]=1[C:11]([F:12])([F:13])[F:14]. The catalyst class is: 105. (8) Reactant: [Cl:1][C:2]1[CH:10]=[C:9]2[C:5]([CH2:6][N:7]([C:12]3[C:13]([CH3:35])=[C:14]([C:18]4[C:30]5[C:29]6[C:24](=[CH:25][C:26]([OH:31])=[CH:27][CH:28]=6)[NH:23][C:22]=5[C:21]([C:32]([NH2:34])=[O:33])=[N:20][CH:19]=4)[CH:15]=[CH:16][CH:17]=3)[C:8]2=[O:11])=[CH:4][CH:3]=1.[C:36](=[O:39])([O-])[O-].[Cs+].[Cs+].[C:42](OCC)(=O)[CH3:43]. Product: [Cl:1][C:2]1[CH:10]=[C:9]2[C:5]([CH2:6][N:7]([C:12]3[C:13]([CH3:35])=[C:14]([C:18]4[C:30]5[C:29]6[C:24](=[CH:25][C:26]([O:31][CH2:42][CH2:43][CH2:36][OH:39])=[CH:27][CH:28]=6)[NH:23][C:22]=5[C:21]([C:32]([NH2:34])=[O:33])=[N:20][CH:19]=4)[CH:15]=[CH:16][CH:17]=3)[C:8]2=[O:11])=[CH:4][CH:3]=1. The catalyst class is: 3. (9) Reactant: CO[C:3]1[CH:4]=[CH:5][C:6]([CH:9]=[O:10])=[CH:7][CH:8]=1.[C:11]([O-:14])([O-])=O.[K+].[K+].CC1C=CC(S([CH2:27][N+:28]#[C-:29])(=O)=O)=CC=1. Product: [CH3:11][O:14][C:7]1[CH:8]=[CH:3][CH:4]=[CH:5][C:6]=1[C:9]1[O:10][CH:29]=[N:28][CH:27]=1. The catalyst class is: 5.